Dataset: Drug-target binding data from BindingDB using IC50 measurements. Task: Regression. Given a target protein amino acid sequence and a drug SMILES string, predict the binding affinity score between them. We predict pIC50 (pIC50 = -log10(IC50 in M); higher means more potent). Dataset: bindingdb_ic50. The small molecule is C=c1c(O)c(O)cc2c1=CC=C1[C@@]3(C)CC[C@@]4(C)CC[C@@](C)(C(=O)O)C[C@H]4[C@]3(C)CC[C@]12C. The target protein (Q06124) has sequence MTSRRWFHPNITGVEAENLLLTRGVDGSFLARPSKSNPGDFTLSVRRNGAVTHIKIQNTGDYYDLYGGEKFATLAELVQYYMEHHGQLKEKNGDVIELKYPLNCADPTSERWFHGHLSGKEAEKLLTEKGKHGSFLVRESQSHPGDFVLSVRTGDDKGESNDGKSKVTHVMIRCQELKYDVGGGERFDSLTDLVEHYKKNPMVETLGTVLQLKQPLNTTRINAAEIESRVRELSKLAETTDKVKQGFWEEFETLQQQECKLLYSRKEGQRQENKNKNRYKNILPFDHTRVVLHDGDPNEPVSDYINANIIMPEFETKCNNSKPKKSYIATQGCLQNTVNDFWRMVFQENSRVIVMTTKEVERGKSKCVKYWPDEYALKEYGVMRVRNVKESAAHDYTLRELKLSKVGQALLQGNTERTVWQYHFRTWPDHGVPSDPGGVLDFLEEVHHKQESIMDAGPVVVHCSAGIGRTGTFIVIDILIDIIREKGVDCDIDVPKTIQM.... The pIC50 is 5.5.